The task is: Predict the product of the given reaction.. This data is from Forward reaction prediction with 1.9M reactions from USPTO patents (1976-2016). Given the reactants C(O[C:6]([N:8](C)[C@@H:9]1[CH2:14][CH2:13][CH2:12][N:11]([C:15]([O:17][CH2:18][C:19]2[CH:24]=[CH:23][CH:22]=[CH:21][CH:20]=2)=[O:16])[C@H:10]1[CH3:25])=O)(C)(C)C.Cl, predict the reaction product. The product is: [CH3:25][C@H:10]1[C@H:9]([NH:8][CH3:6])[CH2:14][CH2:13][CH2:12][N:11]1[C:15]([O:17][CH2:18][C:19]1[CH:24]=[CH:23][CH:22]=[CH:21][CH:20]=1)=[O:16].